From a dataset of Cav3 T-type calcium channel HTS with 100,875 compounds. Binary Classification. Given a drug SMILES string, predict its activity (active/inactive) in a high-throughput screening assay against a specified biological target. (1) The compound is O=C1N(C(=O)c2c1c(NC(=O)Cc1ccccc1)ccc2)C. The result is 0 (inactive). (2) The result is 0 (inactive). The compound is O(c1cc2CCN(Cc2cc1OC)C(=O)COc1ccc(cc1)C(=O)CC)C.